From a dataset of Catalyst prediction with 721,799 reactions and 888 catalyst types from USPTO. Predict which catalyst facilitates the given reaction. (1) Reactant: [CH:1]1([N:6]2[C:11](=[O:12])[C:10]([C:13]3[CH:18]=[CH:17][CH:16]=[CH:15][N:14]=3)=[CH:9][C:8]([C:19]([O:21]C)=[O:20])=[CH:7]2)[CH2:5][CH2:4][CH2:3][CH2:2]1.[OH-].[Li+].CO.OS(O)(=O)=O. Product: [CH:1]1([N:6]2[C:11](=[O:12])[C:10]([C:13]3[CH:18]=[CH:17][CH:16]=[CH:15][N:14]=3)=[CH:9][C:8]([C:19]([OH:21])=[O:20])=[CH:7]2)[CH2:5][CH2:4][CH2:3][CH2:2]1. The catalyst class is: 6. (2) Reactant: Cl[CH:2]([C:14]1[CH:19]=[CH:18][CH:17]=[CH:16][CH:15]=1)[C:3]([C:5]1[C:13]2[C:8](=[CH:9][CH:10]=[CH:11][CH:12]=2)[NH:7][CH:6]=1)=[O:4].[F:20][C:21]([F:30])([F:29])[C:22]1[CH:23]=[C:24]([CH:26]=[CH:27][CH:28]=1)[NH2:25].CCN(C(C)C)C(C)C. Product: [NH:7]1[C:8]2[C:13](=[CH:12][CH:11]=[CH:10][CH:9]=2)[C:5]([C:3](=[O:4])[CH:2]([C:14]2[CH:19]=[CH:18][CH:17]=[CH:16][CH:15]=2)[NH:25][C:24]2[CH:26]=[CH:27][CH:28]=[C:22]([C:21]([F:20])([F:29])[F:30])[CH:23]=2)=[CH:6]1. The catalyst class is: 8.